From a dataset of Catalyst prediction with 721,799 reactions and 888 catalyst types from USPTO. Predict which catalyst facilitates the given reaction. (1) Reactant: [S:1]([Cl:5])([Cl:4])(=[O:3])=[O:2].[CH3:6][N:7]1[CH2:12][CH2:11][NH:10][CH2:9][CH2:8]1. Product: [ClH:4].[CH3:6][N:7]1[CH2:12][CH2:11][N:10]([S:1]([Cl:5])(=[O:3])=[O:2])[CH2:9][CH2:8]1. The catalyst class is: 10. (2) Reactant: [CH2:1]([O:3][C:4](=[O:18])[C:5]1[C:10]([N+:11]([O-:13])=[O:12])=[CH:9][CH:8]=[C:7]([CH3:14])[C:6]=1[N+:15]([O-:17])=[O:16])[CH3:2].CO[CH:21]([N:24]([CH3:26])[CH3:25])OC. Product: [CH2:1]([O:3][C:4](=[O:18])[C:5]1[C:10]([N+:11]([O-:13])=[O:12])=[CH:9][CH:8]=[C:7]([CH:14]=[CH:21][N:24]([CH3:26])[CH3:25])[C:6]=1[N+:15]([O-:17])=[O:16])[CH3:2]. The catalyst class is: 3.